Dataset: Reaction yield outcomes from USPTO patents with 853,638 reactions. Task: Predict the reaction yield, written as a fraction of the theoretical maximum amount of product (1.0 means a 100% yield; for example, 0.34 means a 34% yield). (1) The reactants are [Cl:1][C:2]1[CH:3]=[CH:4][C:5]([C:8]([F:27])([F:26])[CH2:9][N:10]2[CH2:15][CH2:14][CH:13]([NH:16][C:17]3[C:18]4[CH:25]=[CH:24][NH:23][C:19]=4[N:20]=[CH:21][N:22]=3)[CH2:12][CH2:11]2)=[N:6][CH:7]=1.Cl.CO. The catalyst is CO. The product is [ClH:1].[Cl:1][C:2]1[CH:3]=[CH:4][C:5]([C:8]([F:27])([F:26])[CH2:9][N:10]2[CH2:11][CH2:12][CH:13]([NH:16][C:17]3[C:18]4[CH:25]=[CH:24][NH:23][C:19]=4[N:20]=[CH:21][N:22]=3)[CH2:14][CH2:15]2)=[N:6][CH:7]=1. The yield is 0.980. (2) The reactants are [CH2:1]([NH:5][CH2:6][CH2:7][CH2:8][OH:9])[CH:2]([CH3:4])[CH3:3].[OH-].[Na+].[C:12](O[C:12]([O:14][C:15]([CH3:18])([CH3:17])[CH3:16])=[O:13])([O:14][C:15]([CH3:18])([CH3:17])[CH3:16])=[O:13]. The catalyst is C1COCC1. The product is [C:15]([O:14][C:12](=[O:13])[N:5]([CH2:6][CH2:7][CH2:8][OH:9])[CH2:1][CH:2]([CH3:4])[CH3:3])([CH3:18])([CH3:17])[CH3:16]. The yield is 0.860. (3) The reactants are [CH3:1][S:2][CH:3]([C:7]1[CH:12]=[C:11]([CH:13]=[O:14])[CH:10]=[CH:9][C:8]=1[O:15][CH3:16])[C:4]([OH:6])=[O:5].C(=O)([O-])[O-].[K+].[K+].[CH2:23](Br)[C:24]1[CH:29]=[CH:28][CH:27]=[CH:26][CH:25]=1. The catalyst is CN(C)C=O. The product is [CH3:1][S:2][CH:3]([C:7]1[CH:12]=[C:11]([CH:13]=[O:14])[CH:10]=[CH:9][C:8]=1[O:15][CH3:16])[C:4]([O:6][CH2:23][C:24]1[CH:29]=[CH:28][CH:27]=[CH:26][CH:25]=1)=[O:5]. The yield is 0.760. (4) The reactants are [C:1]1([C:11]2[CH:12]=[C:13](Br)[CH:14]=[C:15]([C:17]3[C:26]4[C:21](=[CH:22][CH:23]=[CH:24][CH:25]=4)[CH:20]=[CH:19][CH:18]=3)[CH:16]=2)[C:10]2[C:5](=[CH:6][CH:7]=[CH:8][CH:9]=2)[CH:4]=[CH:3][CH:2]=1.[Mg].Br[CH2:30][CH2:31]Br.I[C:34]1[CH:39]=[CH:38][C:37]([C:40]2[CH:45]=[CH:44][C:43](I)=[CH:42][CH:41]=2)=[CH:36][CH:35]=1. The catalyst is C1COCC1. The product is [C:1]1([C:11]2[CH:12]=[C:13]([C:34]3[CH:39]=[CH:38][C:37]([C:40]4[CH:45]=[C:44]([C:4]5[C:5]6[C:10](=[CH:9][CH:8]=[CH:7][CH:6]=6)[CH:1]=[CH:2][CH:3]=5)[C:43]([C:11]5[CH:12]=[CH:13][CH:14]=[CH:15][CH:16]=5)=[C:42]([C:20]5[C:30]6[C:31](=[CH:19][CH:18]=[CH:17][CH:26]=6)[CH:23]=[CH:22][CH:21]=5)[CH:41]=4)=[CH:36][CH:35]=3)[CH:14]=[C:15]([C:17]3[C:26]4[C:21](=[CH:22][CH:23]=[CH:24][CH:25]=4)[CH:20]=[CH:19][CH:18]=3)[CH:16]=2)[C:10]2[C:5](=[CH:6][CH:7]=[CH:8][CH:9]=2)[CH:4]=[CH:3][CH:2]=1. The yield is 0.810. (5) The reactants are Br[C:2]1[CH:3]=[C:4]([CH2:8][OH:9])[CH:5]=[N:6][CH:7]=1.[CH3:10][S:11]([O-:13])=[O:12].[Na+].N1CCC[C@H]1C(O)=O.[OH-].[Na+]. The catalyst is CS(C)=O.C(OCC)(=O)C.[Cu]I. The product is [CH3:10][S:11]([C:2]1[CH:3]=[C:4]([CH2:8][OH:9])[CH:5]=[N:6][CH:7]=1)(=[O:13])=[O:12]. The yield is 0.219. (6) The yield is 0.950. The reactants are C[O:2][C:3]1[C:11]([C:12]([OH:14])=[O:13])=[CH:10][CH:9]=[CH:8][C:4]=1[C:5]([OH:7])=[O:6].O. The product is [OH:2][C:3]1[C:11]([C:12]([OH:14])=[O:13])=[CH:10][CH:9]=[CH:8][C:4]=1[C:5]([OH:7])=[O:6]. The catalyst is I. (7) The reactants are [OH-].[Na+].[OH:3][C:4]1[C:9]([O:10][CH2:11][CH2:12][O:13][CH2:14][CH2:15][O:16][CH2:17][CH2:18][O:19][CH3:20])=[CH:8][CH:7]=[CH:6][C:5]=1[C:21]1[S:22][CH2:23][C@:24]([CH3:31])([C:26]([O:28]CC)=[O:27])[N:25]=1. The catalyst is CO. The product is [OH:3][C:4]1[C:9]([O:10][CH2:11][CH2:12][O:13][CH2:14][CH2:15][O:16][CH2:17][CH2:18][O:19][CH3:20])=[CH:8][CH:7]=[CH:6][C:5]=1[C:21]1[S:22][CH2:23][C@:24]([CH3:31])([C:26]([OH:28])=[O:27])[N:25]=1. The yield is 0.600. (8) The reactants are [N:1]1[CH:2]=[CH:3][N:4]2[CH:9]=[C:8]([C:10]([OH:12])=O)[CH:7]=[CH:6][C:5]=12.[F:13][C:14]1[CH:15]=[C:16]([CH:25]=[CH:26][CH:27]=1)[O:17][C:18]1[S:22][C:21]([CH2:23][NH2:24])=[CH:20][CH:19]=1.F[P-](F)(F)(F)(F)F.N1([P+](N(C)C)(N(C)C)N(C)C)C2C=CC=CC=2N=N1.C(N(CC)CC)C. The product is [F:13][C:14]1[CH:15]=[C:16]([CH:25]=[CH:26][CH:27]=1)[O:17][C:18]1[S:22][C:21]([CH2:23][NH:24][C:10]([C:8]2[CH:7]=[CH:6][C:5]3[N:4]([CH:3]=[CH:2][N:1]=3)[CH:9]=2)=[O:12])=[CH:20][CH:19]=1. The yield is 0.454. The catalyst is CN(C)C=O.C(OCC)(=O)C.O. (9) The product is [OH:4][C:5]1[CH:10]=[CH:9][C:8]([CH:11]=[CH:12][C:13](=[O:15])[CH:14]=[CH:18][C:19]2[CH:24]=[CH:23][CH:22]=[CH:21][CH:20]=2)=[CH:7][C:6]=1[O:16][CH3:17]. The catalyst is C(O)C. The yield is 0.990. The reactants are COC[O:4][C:5]1[CH:10]=[CH:9][C:8]([CH:11]=[CH:12][C:13](=[O:15])[CH3:14])=[CH:7][C:6]=1[O:16][CH3:17].[CH:18](=O)[C:19]1[CH:24]=[CH:23][CH:22]=[CH:21][CH:20]=1.[OH-].[Na+].O.